This data is from Acute oral toxicity (LD50) regression data from Zhu et al.. The task is: Regression/Classification. Given a drug SMILES string, predict its toxicity properties. Task type varies by dataset: regression for continuous values (e.g., LD50, hERG inhibition percentage) or binary classification for toxic/non-toxic outcomes (e.g., AMES mutagenicity, cardiotoxicity, hepatotoxicity). Dataset: ld50_zhu. (1) The molecule is ClC(Cl)c1ccccc1. The rat oral LD50 is 1.70, given as -log10 of the dose in mol/kg body weight (higher means more acutely toxic). (2) The molecule is CCOP(=S)(OCC)SCc1nnc(SCC)s1. The rat oral LD50 is 3.12, given as -log10 of the dose in mol/kg body weight (higher means more acutely toxic). (3) The drug is COC1(C)CC(c2ccccc2)c2c(c3ccccc3oc2=O)O1. The rat oral LD50 is 1.91, given as -log10 of the dose in mol/kg body weight (higher means more acutely toxic).